This data is from Full USPTO retrosynthesis dataset with 1.9M reactions from patents (1976-2016). The task is: Predict the reactants needed to synthesize the given product. (1) Given the product [C:11]([C:15]1[CH:31]=[CH:30][C:18]([CH2:19][N:20]2[C:28]3[C:23](=[CH:24][C:25]([NH:29][S:7]([C:1]4[CH:6]=[CH:5][CH:4]=[CH:3][CH:2]=4)(=[O:9])=[O:8])=[CH:26][CH:27]=3)[CH:22]=[CH:21]2)=[CH:17][CH:16]=1)([CH3:14])([CH3:12])[CH3:13], predict the reactants needed to synthesize it. The reactants are: [C:1]1([S:7](Cl)(=[O:9])=[O:8])[CH:6]=[CH:5][CH:4]=[CH:3][CH:2]=1.[C:11]([C:15]1[CH:31]=[CH:30][C:18]([CH2:19][N:20]2[C:28]3[C:23](=[CH:24][C:25]([NH2:29])=[CH:26][CH:27]=3)[CH:22]=[CH:21]2)=[CH:17][CH:16]=1)([CH3:14])([CH3:13])[CH3:12].C(N(C(C)C)CC)(C)C.CCCCCC. (2) Given the product [CH3:23][C:21]1[CH:20]=[C:19]([CH2:24][C:25]([NH:28][CH:29]([CH2:30][C:31]2[CH:36]=[CH:35][CH:34]=[CH:33][CH:32]=2)[C:37]([O:39][CH3:1])=[O:38])=[O:27])[CH:18]=[C:17]([CH3:16])[CH:22]=1, predict the reactants needed to synthesize it. The reactants are: [CH:1]1(N=C=NC2CCCCC2)CCCCC1.[CH3:16][C:17]1[CH:18]=[C:19]([CH2:24][C:25]([OH:27])=O)[CH:20]=[C:21]([CH3:23])[CH:22]=1.[NH2:28][C@H:29]([C:37]([OH:39])=[O:38])[CH2:30][C:31]1[CH:36]=[CH:35][CH:34]=[CH:33][CH:32]=1. (3) Given the product [NH2:10][C:9]1[S:3][CH:2]=[CH:7][C:11]=1[C:12]([NH2:14])=[O:13], predict the reactants needed to synthesize it. The reactants are: O[CH:2]1[CH2:7]SC(O)C[S:3]1.[C:9]([CH2:11][C:12]([NH2:14])=[O:13])#[N:10].CO. (4) Given the product [Cl:1][C:2]1[CH:3]=[CH:4][C:5]([CH:8]2[C:9]3[C:10](=[N:11][N:12]([CH:18]4[CH2:20][CH2:19]4)[C:13]=3[C:14]([F:16])([F:17])[F:15])[C:21](=[O:23])[N:24]2[C:25]2[CH:30]=[C:29]([CH3:31])[C:28](=[O:32])[N:27]([CH3:33])[CH:26]=2)=[CH:6][CH:7]=1, predict the reactants needed to synthesize it. The reactants are: [Cl:1][C:2]1[CH:7]=[CH:6][C:5]([CH:8]([NH:24][C:25]2[CH:30]=[C:29]([CH3:31])[C:28](=[O:32])[N:27]([CH3:33])[CH:26]=2)[C:9]2[C:10]([C:21]([OH:23])=O)=[N:11][N:12]([CH:18]3[CH2:20][CH2:19]3)[C:13]=2[C:14]([F:17])([F:16])[F:15])=[CH:4][CH:3]=1.